Dataset: Catalyst prediction with 721,799 reactions and 888 catalyst types from USPTO. Task: Predict which catalyst facilitates the given reaction. (1) Reactant: [CH3:1][C:2](=[CH2:5])[CH2:3][OH:4].[H-].[Na+].[CH2:8]([O:15][C:16]1[CH:23]=[CH:22][C:19]([CH2:20]Cl)=[CH:18][CH:17]=1)[C:9]1[CH:14]=[CH:13][CH:12]=[CH:11][CH:10]=1. Product: [CH2:8]([O:15][C:16]1[CH:23]=[CH:22][C:19]([CH2:20][O:4][CH2:3][C:2]([CH3:5])=[CH2:1])=[CH:18][CH:17]=1)[C:9]1[CH:14]=[CH:13][CH:12]=[CH:11][CH:10]=1. The catalyst class is: 3. (2) Reactant: [N:1]1([C:7]2[S:8][CH2:9][C:10](=[O:12])[N:11]=2)[CH2:6][CH2:5][O:4][CH2:3][CH2:2]1.[C:13]1([C:19]([C:23]2[CH:28]=[CH:27][CH:26]=[CH:25][CH:24]=2)=[CH:20]C=O)[CH:18]=[CH:17][CH:16]=[CH:15][CH:14]=1.[CH2:29](N(CC)CC)C. Product: [C:23]1([C:19](=[CH:13][C:18]2[CH:29]=[CH:14][CH:15]=[CH:16][CH:17]=2)[CH:20]=[C:9]2[S:8][C:7]([N:1]3[CH2:2][CH2:3][O:4][CH2:5][CH2:6]3)=[N:11][C:10]2=[O:12])[CH:24]=[CH:25][CH:26]=[CH:27][CH:28]=1. The catalyst class is: 14. (3) Product: [C:13]([C:21]1[CH:22]=[CH:23][C:41]([C:40]([OH:43])=[O:42])=[C:25]([N:27]([C:31]2[CH:32]=[CH:33][C:34]([F:37])=[CH:35][CH:36]=2)[C:28](=[O:30])[CH3:29])[CH:26]=1)(=[O:20])[C:14]1[CH:15]=[CH:16][CH:17]=[CH:18][CH:19]=1. The catalyst class is: 6. Reactant: [Mn]([O-])(=O)(=O)=O.[K+].N1C=CC=CC=1.[C:13]([C:21]1[CH:22]=[CH:23]C(C)=[C:25]([N:27]([C:31]2[CH:36]=[CH:35][C:34]([F:37])=[CH:33][CH:32]=2)[C:28](=[O:30])[CH3:29])[CH:26]=1)(=[O:20])[C:14]1[CH:19]=[CH:18][CH:17]=[CH:16][CH:15]=1.Cl.[C:40]([O:43]CC)(=[O:42])[CH3:41].